Dataset: Reaction yield outcomes from USPTO patents with 853,638 reactions. Task: Predict the reaction yield, written as a fraction of the theoretical maximum amount of product (1.0 means a 100% yield; for example, 0.34 means a 34% yield). (1) The reactants are [CH3:1][O:2][C:3]([C:5]1[C:9]([NH:10][C:11](=[O:19])[C:12]2[CH:17]=[CH:16][CH:15]=[C:14](Br)[CH:13]=2)=[CH:8][N:7]([CH:20]2[CH2:25][CH2:24][O:23][CH2:22][CH2:21]2)[N:6]=1)=[O:4].[C:26]([O:30][C:31]([N:33]1[CH:37]=[C:36](B2OC(C)(C)C(C)(C)O2)[CH:35]=[N:34]1)=[O:32])([CH3:29])([CH3:28])[CH3:27].C(=O)([O-])[O-].[K+].[K+].C(P(C(C)(C)C)C(C)(C)C)(C)(C)C. The catalyst is O1CCOCC1.O.CC(=O)OCC. The product is [CH3:1][O:2][C:3]([C:5]1[C:9]([NH:10][C:11](=[O:19])[C:12]2[CH:17]=[CH:16][CH:15]=[C:14]([C:36]3[CH:35]=[N:34][N:33]([C:31]([O:30][C:26]([CH3:29])([CH3:28])[CH3:27])=[O:32])[CH:37]=3)[CH:13]=2)=[CH:8][N:7]([CH:20]2[CH2:25][CH2:24][O:23][CH2:22][CH2:21]2)[N:6]=1)=[O:4]. The yield is 0.650. (2) The reactants are [NH2:1][C:2]1[CH:7]=[CH:6][CH:5]=[CH:4][CH:3]=1.[CH2:8]([O:10][CH:11]([O:16][CH2:17][CH3:18])[CH2:12][N:13]=[C:14]=[NH:15])[CH3:9].CS(O)(=O)=O.[OH-].[Na+]. The catalyst is C(O)C. The product is [CH2:17]([O:16][CH:11]([O:10][CH2:8][CH3:9])[CH2:12][NH:13][C:14]([NH:1][C:2]1[CH:7]=[CH:6][CH:5]=[CH:4][CH:3]=1)=[NH:15])[CH3:18]. The yield is 0.738. (3) The reactants are [NH2:1][C:2]1[C:7]([NH2:8])=[C:6]([C:9]2[C:14]3[CH2:15][O:16][C:17](=[O:19])[NH:18][C:13]=3[CH:12]=[CH:11][CH:10]=2)[CH:5]=[CH:4][N:3]=1.[N:20]1([C:26]([C:28]2[CH:35]=[CH:34][C:31]([CH:32]=O)=[CH:30][CH:29]=2)=[O:27])[CH2:25][CH2:24][O:23][CH2:22][CH2:21]1. No catalyst specified. The product is [N:20]1([C:26]([C:28]2[CH:35]=[CH:34][C:31]([C:32]3[NH:1][C:2]4=[N:3][CH:4]=[CH:5][C:6]([C:9]5[C:14]6[CH2:15][O:16][C:17](=[O:19])[NH:18][C:13]=6[CH:12]=[CH:11][CH:10]=5)=[C:7]4[N:8]=3)=[CH:30][CH:29]=2)=[O:27])[CH2:25][CH2:24][O:23][CH2:22][CH2:21]1. The yield is 0.260. (4) The yield is 0.899. The product is [Cl:12][C:10]1[CH:11]=[C:2]([NH:1][CH:14]2[CH2:19][CH2:18][CH2:17][CH2:16][CH2:15]2)[C:3]([CH3:13])=[C:4]([CH:9]=1)[C:5]([O:7][CH3:8])=[O:6]. The reactants are [NH2:1][C:2]1[C:3]([CH3:13])=[C:4]([CH:9]=[C:10]([Cl:12])[CH:11]=1)[C:5]([O:7][CH3:8])=[O:6].[C:14]1(=O)[CH2:19][CH2:18][CH2:17][CH2:16][CH2:15]1.C(O)(=O)C.C([BH3-])#N.[Na+]. The catalyst is CO. (5) The reactants are [Br:1][C:2]1[CH:3]=[CH:4][C:5]2[NH:10][C:9](=O)[O:8][C:7](=[O:12])[C:6]=2[C:13]=1[OH:14]. The catalyst is CO. The product is [NH2:10][C:5]1[C:6]([C:7]([O:8][CH3:9])=[O:12])=[C:13]([OH:14])[C:2]([Br:1])=[CH:3][CH:4]=1. The yield is 0.298. (6) The reactants are [Si:1]([O:8][C:9]1[CH:17]=[CH:16][CH:15]=[C:14]2[C:10]=1[CH:11]=[CH:12][NH:13]2)([C:4]([CH3:7])([CH3:6])[CH3:5])([CH3:3])[CH3:2].[Br-].[OH-].[Na+].Cl[C:22]([O:24][CH2:25][C:26]1[CH:31]=[CH:30][CH:29]=[CH:28][CH:27]=1)=[O:23].C(N)CN. The catalyst is ClCCl.O.C(OCC)C. The product is [Si:1]([O:8][C:9]1[CH:17]=[CH:16][CH:15]=[C:14]2[C:10]=1[CH:11]=[CH:12][N:13]2[C:22]([O:24][CH2:25][C:26]1[CH:31]=[CH:30][CH:29]=[CH:28][CH:27]=1)=[O:23])([C:4]([CH3:7])([CH3:6])[CH3:5])([CH3:3])[CH3:2]. The yield is 1.00. (7) The reactants are [Cl:1][C:2]1[NH:7][C:6](=[O:8])[N:5]([CH3:9])[C:4](=[O:10])[CH:3]=1.[CH2:11](I)[CH:12]([CH3:14])[CH3:13].C(=O)([O-])[O-].[K+].[K+]. The catalyst is CN(C=O)C. The product is [Cl:1][C:2]1[N:7]([CH2:11][CH:12]([CH3:14])[CH3:13])[C:6](=[O:8])[N:5]([CH3:9])[C:4](=[O:10])[CH:3]=1. The yield is 0.520.